This data is from Forward reaction prediction with 1.9M reactions from USPTO patents (1976-2016). The task is: Predict the product of the given reaction. (1) Given the reactants FC(F)(F)C1[CH:8]=[CH:7][N:6]=[C:5]([C:9]2[CH:10]=[N:11][N:12]3[CH2:17][CH2:16][NH:15][CH2:14][C:13]=23)C=1.BrC1[S:22]C=CN=1, predict the reaction product. The product is: [N:11]1[N:12]2[CH2:17][CH2:16][NH:15][CH2:14][C:13]2=[C:9]([C:5]2[S:22][CH:8]=[CH:7][N:6]=2)[CH:10]=1. (2) The product is: [CH:24]1[C:23]2[CH:22]([CH2:21][O:20][C:18]([NH:35][CH2:36][CH2:2][C:3]([O:5][C:6]3[C:11]([F:12])=[C:10]([F:13])[CH:9]=[C:8]([F:14])[C:7]=3[F:15])=[O:4])=[O:19])[C:34]3[C:29](=[CH:30][CH:31]=[CH:32][CH:33]=3)[C:28]=2[CH:27]=[CH:26][CH:25]=1. Given the reactants F[C:2](F)(F)[C:3]([O:5][C:6]1[C:11]([F:12])=[C:10]([F:13])[CH:9]=[C:8]([F:14])[C:7]=1[F:15])=[O:4].[C:18]([NH:35][C@H:36](C(O)=O)C)([O:20][CH2:21][CH:22]1[C:34]2[C:29](=[CH:30][CH:31]=[CH:32][CH:33]=2)[C:28]2[C:23]1=[CH:24][CH:25]=[CH:26][CH:27]=2)=[O:19].C(N(CC)CC)C, predict the reaction product. (3) Given the reactants C([O:8][C:9]1[CH:10]=[C:11]([C:15]2[N:16]=[C:17]([CH:25]3[CH2:28][CH2:27][CH2:26]3)[N:18]3[CH:23]=[CH:22][N:21]=[C:20]([NH2:24])[C:19]=23)[CH:12]=[CH:13][CH:14]=1)C1C=CC=CC=1, predict the reaction product. The product is: [NH2:24][C:20]1[C:19]2[N:18]([C:17]([CH:25]3[CH2:28][CH2:27][CH2:26]3)=[N:16][C:15]=2[C:11]2[CH:10]=[C:9]([OH:8])[CH:14]=[CH:13][CH:12]=2)[CH:23]=[CH:22][N:21]=1. (4) The product is: [CH2:1]([O:8][C:9]([N:11]1[CH2:12][CH2:13][CH:14]([N:17]2[CH:18]3[CH2:23][CH2:22][CH2:21][CH2:20][CH:19]3[NH:24][C:25]2=[O:26])[CH2:15][CH2:16]1)=[O:10])[C:2]1[CH:7]=[CH:6][CH:5]=[CH:4][CH:3]=1. Given the reactants [CH2:1]([O:8][C:9]([N:11]1[CH2:16][CH2:15][CH:14]([NH:17][CH:18]2[CH2:23][CH2:22][CH2:21][CH2:20][CH:19]2[NH2:24])[CH2:13][CH2:12]1)=[O:10])[C:2]1[CH:7]=[CH:6][CH:5]=[CH:4][CH:3]=1.[C:25](N1C=CN=C1)(N1C=CN=C1)=[O:26], predict the reaction product. (5) Given the reactants [Br:1][C:2]1[CH:3]=[N:4][C:5]([Si:8]([CH3:11])([CH3:10])[CH3:9])=[CH:6][CH:7]=1.[C:12](O)(=O)[C:13](C)([CH3:15])[CH3:14].S(=O)(=O)(O)O.[NH4+].[NH4+].[O-]S(OOS([O-])(=O)=O)(=O)=O.C(=O)=O, predict the reaction product. The product is: [C:13]([C:3]1[C:2]([Br:1])=[CH:7][CH:6]=[C:5]([Si:8]([CH3:11])([CH3:10])[CH3:9])[N:4]=1)([CH3:15])([CH3:14])[CH3:12]. (6) Given the reactants [CH2:1]([CH:3]([C:7]([OH:9])=[O:8])[C:4]([OH:6])=[O:5])[CH3:2].N12CCCN=[C:16]1[CH2:15][CH2:14][CH2:13][CH2:12][CH2:11]2.[CH2:21](Br)[C:22]1[CH:27]=[CH:26][CH:25]=[CH:24][CH:23]=1.[CH:29]1C=CC=CC=1, predict the reaction product. The product is: [CH2:1]([CH:3]([C:7]([O:9][CH2:29][C:16]1[CH:15]=[CH:14][CH:13]=[CH:12][CH:11]=1)=[O:8])[C:4]([O:6][CH2:21][C:22]1[CH:27]=[CH:26][CH:25]=[CH:24][CH:23]=1)=[O:5])[CH3:2].